From a dataset of Buchwald-Hartwig C-N cross coupling reaction yields with 55,370 reactions. Predict the reaction yield, written as a fraction of the theoretical maximum amount of product (1.0 means a 100% yield; for example, 0.34 means a 34% yield). (1) The reactants are FC(F)(F)c1ccc(Cl)cc1.Cc1ccc(N)cc1.O=S(=O)(O[Pd]1c2ccccc2-c2ccccc2N~1)C(F)(F)F.COc1ccc(OC)c(P([C@]23C[C@H]4C[C@H](C[C@H](C4)C2)C3)[C@]23C[C@H]4C[C@H](C[C@H](C4)C2)C3)c1-c1c(C(C)C)cc(C(C)C)cc1C(C)C.CN(C)C(=NC(C)(C)C)N(C)C.CCOC(=O)c1cc(C)no1. No catalyst specified. The product is Cc1ccc(Nc2ccc(C(F)(F)F)cc2)cc1. The yield is 0.0226. (2) The reactants are COc1ccc(Br)cc1.Cc1ccc(N)cc1.O=S(=O)(O[Pd]1c2ccccc2-c2ccccc2N~1)C(F)(F)F.COc1ccc(OC)c(P([C@]23C[C@H]4C[C@H](C[C@H](C4)C2)C3)[C@]23C[C@H]4C[C@H](C[C@H](C4)C2)C3)c1-c1c(C(C)C)cc(C(C)C)cc1C(C)C.CN(C)C(=NC(C)(C)C)N(C)C.CCOC(=O)c1cc(C)on1. No catalyst specified. The product is COc1ccc(Nc2ccc(C)cc2)cc1. The yield is 0.403. (3) The reactants are Clc1cccnc1.Cc1ccc(N)cc1.O=S(=O)(O[Pd]1c2ccccc2-c2ccccc2N~1)C(F)(F)F.CC(C)c1cc(C(C)C)c(-c2ccccc2P(C2CCCCC2)C2CCCCC2)c(C(C)C)c1.CCN=P(N=P(N(C)C)(N(C)C)N(C)C)(N(C)C)N(C)C.Cc1cc(-c2ccccc2)on1. No catalyst specified. The product is Cc1ccc(Nc2cccnc2)cc1. The yield is 0.180. (4) The reactants are COc1ccc(I)cc1.Cc1ccc(N)cc1.O=S(=O)(O[Pd]1c2ccccc2-c2ccccc2N~1)C(F)(F)F.COc1ccc(OC)c(P([C@]23C[C@H]4C[C@H](C[C@H](C4)C2)C3)[C@]23C[C@H]4C[C@H](C[C@H](C4)C2)C3)c1-c1c(C(C)C)cc(C(C)C)cc1C(C)C.CN(C)C(=NC(C)(C)C)N(C)C.Cc1cc(C)on1. No catalyst specified. The product is COc1ccc(Nc2ccc(C)cc2)cc1. The yield is 0.353. (5) The reactants are COc1ccc(I)cc1.Cc1ccc(N)cc1.O=S(=O)(O[Pd]1c2ccccc2-c2ccccc2N~1)C(F)(F)F.CC(C)c1cc(C(C)C)c(-c2ccccc2P(C(C)(C)C)C(C)(C)C)c(C(C)C)c1.CCN=P(N=P(N(C)C)(N(C)C)N(C)C)(N(C)C)N(C)C.Fc1cccc(F)c1-c1ccno1. No catalyst specified. The product is COc1ccc(Nc2ccc(C)cc2)cc1. The yield is 0.159. (6) The reactants are FC(F)(F)c1ccc(Cl)cc1.Cc1ccc(N)cc1.O=S(=O)(O[Pd]1c2ccccc2-c2ccccc2N~1)C(F)(F)F.COc1ccc(OC)c(P([C@]23C[C@H]4C[C@H](C[C@H](C4)C2)C3)[C@]23C[C@H]4C[C@H](C[C@H](C4)C2)C3)c1-c1c(C(C)C)cc(C(C)C)cc1C(C)C.CN1CCCN2CCCN=C12.CCOC(=O)c1cc(C)no1. No catalyst specified. The product is Cc1ccc(Nc2ccc(C(F)(F)F)cc2)cc1. The yield is 0.0251.